Dataset: Forward reaction prediction with 1.9M reactions from USPTO patents (1976-2016). Task: Predict the product of the given reaction. (1) Given the reactants O=P12OP3(OP(OP(O3)(O1)=O)(=O)O2)=O.[F:15]C(F)(F)C(O)=O.[CH3:22][N:23]([CH:37]=[C:38]([C:44]([O:46]CC)=O)[C:39]([O:41][CH2:42][CH3:43])=[O:40])[C:24]1[CH:29]=[CH:28][C:27](CN2CCOCC2)=[CH:26][CH:25]=1, predict the reaction product. The product is: [CH3:22][N:23]1[C:24]2[C:25](=[CH:26][CH:27]=[CH:28][C:29]=2[F:15])[C:44](=[O:46])[C:38]([C:39]([O:41][CH2:42][CH3:43])=[O:40])=[CH:37]1. (2) The product is: [ClH:2].[NH2:33][C@@H:15]([C:10]1[CH:11]=[CH:12][CH:13]=[CH:14][C:9]=1[C:6]1[CH:7]=[CH:8][C:3]([Cl:2])=[CH:4][CH:5]=1)[CH:16]1[CH2:21][CH2:20][N:19]([C:22]2[CH:32]=[CH:31][C:25]([C:26]([O:28][CH2:29][CH3:30])=[O:27])=[CH:24][CH:23]=2)[CH2:18][CH2:17]1. Given the reactants Cl.[Cl:2][C:3]1[CH:8]=[CH:7][C:6]([C:9]2[CH:14]=[CH:13][CH:12]=[CH:11][C:10]=2[C@H:15]([NH:33][S@](C(C)(C)C)=O)[CH:16]2[CH2:21][CH2:20][N:19]([C:22]3[CH:32]=[CH:31][C:25]([C:26]([O:28][CH2:29][CH3:30])=[O:27])=[CH:24][CH:23]=3)[CH2:18][CH2:17]2)=[CH:5][CH:4]=1, predict the reaction product. (3) Given the reactants C([O:3][C:4](=[O:19])[C@@H:5]([O:17][CH3:18])[CH2:6][C:7]1[CH:12]=[CH:11][C:10]([O:13][CH2:14][CH2:15]Br)=[CH:9][CH:8]=1)C.[N:20]1([C:26]2[CH:31]=[CH:30][CH:29]=[CH:28][C:27]=2[OH:32])[CH2:25][CH2:24][O:23][CH2:22][CH2:21]1.CO[C@@H](CC1C=CC(OCCCOC2C=CC=CC=2)=CC=1)C(O)=O, predict the reaction product. The product is: [CH3:18][O:17][C@@H:5]([CH2:6][C:7]1[CH:8]=[CH:9][C:10]([O:13][CH2:14][CH2:15][O:32][C:27]2[CH:28]=[CH:29][CH:30]=[CH:31][C:26]=2[N:20]2[CH2:25][CH2:24][O:23][CH2:22][CH2:21]2)=[CH:11][CH:12]=1)[C:4]([OH:3])=[O:19]. (4) Given the reactants [C:1]1([C:7]2[S:11][C:10]([NH:12][C:13]3[CH:18]=[CH:17][CH:16]=[C:15]([CH2:19][OH:20])[N:14]=3)=[N:9][CH:8]=2)[CH:6]=[CH:5][CH:4]=[CH:3][CH:2]=1.N1C=CC=CC=1.S(=O)(=O)=O.C(N(CC)CC)C, predict the reaction product. The product is: [C:1]1([C:7]2[S:11][C:10]([NH:12][C:13]3[N:14]=[C:15]([CH:19]=[O:20])[CH:16]=[CH:17][CH:18]=3)=[N:9][CH:8]=2)[CH:2]=[CH:3][CH:4]=[CH:5][CH:6]=1. (5) The product is: [NH2:7][C:8]1[CH:9]=[C:10]([NH:14][C:15]2[C:16]3[C:23]([C:24]([C:25]4[CH:26]=[CH:27][CH:28]=[CH:29][CH:30]=4)=[O:31])=[CH:22][NH:21][C:17]=3[N:18]=[CH:19][N:20]=2)[CH:11]=[CH:12][CH:13]=1. Given the reactants C(OC(=O)[NH:7][C:8]1[CH:13]=[CH:12][CH:11]=[C:10]([NH:14][C:15]2[C:16]3[C:23]([C:24](=[O:31])[C:25]4[CH:30]=[CH:29][CH:28]=[CH:27][CH:26]=4)=[CH:22][NH:21][C:17]=3[N:18]=[CH:19][N:20]=2)[CH:9]=1)(C)(C)C.C(O)(C(F)(F)F)=O, predict the reaction product.